This data is from Forward reaction prediction with 1.9M reactions from USPTO patents (1976-2016). The task is: Predict the product of the given reaction. (1) Given the reactants [CH:1]([C:3]1[CH:11]=[C:7]([C:8]([OH:10])=[O:9])[C:6]([OH:12])=[CH:5][CH:4]=1)=[O:2].S(=O)(=O)(O)O.[CH3:18]O, predict the reaction product. The product is: [CH:1]([C:3]1[CH:11]=[C:7]([C:8]([O:10][CH3:18])=[O:9])[C:6]([OH:12])=[CH:5][CH:4]=1)=[O:2]. (2) Given the reactants Br[C:2]1[C:3]([C:19]#[N:20])=[CH:4][C:5]([F:18])=[C:6]([NH:8][CH:9]([CH2:13][C:14]([F:17])([F:16])[F:15])[C:10]([NH2:12])=[O:11])[CH:7]=1.Cl.[NH2:22][C:23]1[S:27][N:26]=[C:25]([CH3:28])[CH:24]=1.C([O-])([O-])=O.[K+].[K+].C1C=CC(P(C2C(C3C(P(C4C=CC=CC=4)C4C=CC=CC=4)=CC=C4C=3C=CC=C4)=C3C(C=CC=C3)=CC=2)C2C=CC=CC=2)=CC=1, predict the reaction product. The product is: [C:19]([C:3]1[C:2]([NH:22][C:23]2[S:27][N:26]=[C:25]([CH3:28])[CH:24]=2)=[CH:7][C:6]([NH:8][CH:9]([CH2:13][C:14]([F:17])([F:16])[F:15])[C:10]([NH2:12])=[O:11])=[C:5]([F:18])[CH:4]=1)#[N:20]. (3) Given the reactants [Cl:1][C:2]1[CH:32]=[CH:31][C:5]([CH2:6][CH:7]([C:15]([NH:17][S:18]([C:21]2[CH:30]=[CH:29][C:28]3[C:23](=[CH:24][CH:25]=[CH:26][CH:27]=3)[CH:22]=2)(=[O:20])=[O:19])=[O:16])[C:8](N(CC)CC)=[O:9])=[CH:4][CH:3]=1.Cl.C(OCC)(=[O:36])C, predict the reaction product. The product is: [Cl:1][C:2]1[CH:32]=[CH:31][C:5]([CH2:6][CH:7]([C:15]([NH:17][S:18]([C:21]2[CH:30]=[CH:29][C:28]3[C:23](=[CH:24][CH:25]=[CH:26][CH:27]=3)[CH:22]=2)(=[O:20])=[O:19])=[O:16])[C:8]([OH:36])=[O:9])=[CH:4][CH:3]=1.